From a dataset of Catalyst prediction with 721,799 reactions and 888 catalyst types from USPTO. Predict which catalyst facilitates the given reaction. (1) Reactant: CCN(C(C)C)C(C)C.[F:10][C:11]1[CH:20]=[C:19]2[C:14]([C:15]([OH:29])=[C:16]([C:24](OCC)=[O:25])[C:17](=[O:23])[C:18]2([CH3:22])[CH3:21])=[CH:13][CH:12]=1.Cl.[C:31]([O:35][C:36](=[O:39])[CH2:37][NH2:38])([CH3:34])([CH3:33])[CH3:32]. Product: [F:10][C:11]1[CH:20]=[C:19]2[C:14]([C:15]([OH:29])=[C:16]([C:24]([NH:38][CH2:37][C:36]([O:35][C:31]([CH3:34])([CH3:33])[CH3:32])=[O:39])=[O:25])[C:17](=[O:23])[C:18]2([CH3:22])[CH3:21])=[CH:13][CH:12]=1. The catalyst class is: 440. (2) Reactant: Cl[C:2]1[N:11]=[C:10]([NH:12][CH:13]([C:22]2[CH:27]=[CH:26][CH:25]=[CH:24][CH:23]=2)[CH2:14][CH2:15][C:16]2[CH:21]=[CH:20][CH:19]=[CH:18][CH:17]=2)[C:9]2[C:4](=[CH:5][CH:6]=[CH:7][CH:8]=2)[N:3]=1.[CH3:28][C:29]1[C:34](B(O)O)=[CH:33][N:32]2[CH:38]=[CH:39][N:40]=[C:31]2[CH:30]=1.C(NC1C2C(=CC=CC=2)N=C(C2SC3C=CC=CC=3C=2)N=1)(C1C=CC=CC=1)C1C=CC=CC=1. Product: [C:22]1([CH:13]([NH:12][C:10]2[C:9]3[C:4](=[CH:5][CH:6]=[CH:7][CH:8]=3)[N:3]=[C:2]([C:34]3[C:29]([CH3:28])=[CH:30][C:31]4[N:32]([CH:38]=[CH:39][N:40]=4)[CH:33]=3)[N:11]=2)[CH2:14][CH2:15][C:16]2[CH:21]=[CH:20][CH:19]=[CH:18][CH:17]=2)[CH:27]=[CH:26][CH:25]=[CH:24][CH:23]=1. The catalyst class is: 147. (3) The catalyst class is: 12. Product: [CH2:1]([S:8]([NH:11][NH:12][C:13]1[C:14](=[O:24])[N:15]([CH2:20][CH2:21][CH2:22][C:28]2[CH:27]=[C:26]([NH2:25])[CH:31]=[CH:30][N:29]=2)[C:16]([CH3:19])=[CH:17][N:18]=1)(=[O:10])=[O:9])[C:2]1[CH:7]=[CH:6][CH:5]=[CH:4][CH:3]=1. Reactant: [CH2:1]([S:8]([NH:11][NH:12][C:13]1[C:14](=[O:24])[N:15]([CH2:20][CH2:21][CH2:22]Br)[C:16]([CH3:19])=[CH:17][N:18]=1)(=[O:10])=[O:9])[C:2]1[CH:7]=[CH:6][CH:5]=[CH:4][CH:3]=1.[NH2:25][C:26]1[CH:31]=[CH:30][N:29]=[CH:28][CH:27]=1.N1C(C)=CC=CC=1C. (4) Reactant: [F:1][C:2]1[CH:7]=[CH:6][C:5]([N:8]=[C:9]=[O:10])=[CH:4][CH:3]=1.[OH:11][CH:12]1[CH2:17][CH2:16][CH2:15][N:14]([C:18]([O:20][C:21]([CH3:24])([CH3:23])[CH3:22])=[O:19])[CH2:13]1. Product: [F:1][C:2]1[CH:7]=[CH:6][C:5]([NH:8][C:9]([O:11][CH:12]2[CH2:17][CH2:16][CH2:15][N:14]([C:18]([O:20][C:21]([CH3:24])([CH3:23])[CH3:22])=[O:19])[CH2:13]2)=[O:10])=[CH:4][CH:3]=1. The catalyst class is: 11. (5) Reactant: [C:1]1([C:7]2[S:11][C:10]([NH2:12])=[N:9][N:8]=2)[CH:6]=[CH:5][CH:4]=[CH:3][CH:2]=1.C(=O)([O-])[O-].[K+].[K+].Br[CH2:20][C:21]([O:23][C:24]([CH3:27])([CH3:26])[CH3:25])=[O:22]. Product: [C:24]([O:23][C:21](=[O:22])[CH2:20][NH:12][C:10]1[S:11][C:7]([C:1]2[CH:2]=[CH:3][CH:4]=[CH:5][CH:6]=2)=[N:8][N:9]=1)([CH3:27])([CH3:26])[CH3:25]. The catalyst class is: 3. (6) Reactant: [CH:1]([C:3]1[CH:8]=[CH:7][C:6]([CH2:9][CH2:10][C:11]([O:13][CH2:14][CH3:15])=[O:12])=[CH:5][CH:4]=1)=O.[CH3:16][CH:17]1[O:22][CH:21]([CH3:23])[CH2:20][NH:19][CH2:18]1.C(O[BH-](OC(=O)C)OC(=O)C)(=O)C.[Na+]. Product: [CH3:23][CH:21]1[O:22][CH:17]([CH3:16])[CH2:18][N:19]([CH2:1][C:3]2[CH:8]=[CH:7][C:6]([CH2:9][CH2:10][C:11]([O:13][CH2:14][CH3:15])=[O:12])=[CH:5][CH:4]=2)[CH2:20]1. The catalyst class is: 756. (7) Reactant: Cl.[OH:2][NH3+:3].[F:4][C:5]1[CH:10]=[CH:9][C:8]([CH:11]([OH:35])[CH2:12][CH2:13][CH:14]2[C:17](=[O:18])[N:16]([C:19]3[CH:26]=[CH:25][C:22]([C:23]#[N:24])=[CH:21][CH:20]=3)[CH:15]2[C:27]2[CH:32]=[CH:31][C:30]([O:33][CH3:34])=[CH:29][CH:28]=2)=[CH:7][CH:6]=1.C(N(CC)CC)C. Product: [F:4][C:5]1[CH:6]=[CH:7][C:8]([CH:11]([OH:35])[CH2:12][CH2:13][CH:14]2[C:17](=[O:18])[N:16]([C:19]3[CH:26]=[CH:25][C:22]([C:23]([NH:3][OH:2])=[NH:24])=[CH:21][CH:20]=3)[CH:15]2[C:27]2[CH:28]=[CH:29][C:30]([O:33][CH3:34])=[CH:31][CH:32]=2)=[CH:9][CH:10]=1. The catalyst class is: 32.